Dataset: Reaction yield outcomes from USPTO patents with 853,638 reactions. Task: Predict the reaction yield, written as a fraction of the theoretical maximum amount of product (1.0 means a 100% yield; for example, 0.34 means a 34% yield). (1) The reactants are [CH:1]([Mg]Br)=[CH2:2].[CH3:5][C:6]1[CH2:11][CH:10]([CH3:12])[CH2:9][C:8](=[O:13])[CH:7]=1. The catalyst is C(=O)=O.CC(C)=O.C1COCC1.Cl[Cu]. The product is [CH3:5][C:6]1([CH:1]=[CH2:2])[CH2:11][CH:10]([CH3:12])[CH2:9][C:8](=[O:13])[CH2:7]1. The yield is 0.520. (2) The reactants are [C:1]([O:4][CH2:5][C:6]1[C:11]([F:12])=[CH:10][C:9]([S:13](=[O:16])(=[O:15])[NH2:14])=[CH:8][C:7]=1[Cl:17])(=[O:3])[CH3:2].CO[CH:20](OC)[N:21]([CH3:23])[CH3:22]. The catalyst is CC#N. The product is [C:1]([O:4][CH2:5][C:6]1[C:11]([F:12])=[CH:10][C:9]([S:13](=[O:15])(=[O:16])[N:14]=[CH:20][N:21]([CH3:23])[CH3:22])=[CH:8][C:7]=1[Cl:17])(=[O:3])[CH3:2]. The yield is 0.760.